The task is: Predict which catalyst facilitates the given reaction.. This data is from Catalyst prediction with 721,799 reactions and 888 catalyst types from USPTO. (1) Reactant: [NH2:1][C:2]1[CH:7]=[CH:6][C:5]([C:8]2[CH:9]=[N:10][CH:11]=[C:12]([O:14][CH3:15])[CH:13]=2)=[CH:4][C:3]=1[OH:16].[CH3:17][C:18]1[CH:22]=[C:21]([C:23](F)(F)F)[NH:20][N:19]=1.[OH-].[Na+].O. Product: [CH3:15][O:14][C:12]1[CH:13]=[C:8]([C:5]2[CH:6]=[CH:7][C:2]3[N:1]=[C:23]([C:21]4[NH:20][N:19]=[C:18]([CH3:17])[CH:22]=4)[O:16][C:3]=3[CH:4]=2)[CH:9]=[N:10][CH:11]=1. The catalyst class is: 5. (2) Reactant: [CH3:1][C:2]1[C:3]([N+:16]([O-:18])=[O:17])=[C:4]([C:10]([N+:13]([O-:15])=[O:14])=[CH:11][CH:12]=1)[C:5]([O:7][CH2:8][CH3:9])=[O:6].C[C:20]([N:22]([CH3:24])[CH3:23])=O. Product: [CH3:20][N:22]([CH3:24])/[CH:23]=[CH:1]/[C:2]1[C:3]([N+:16]([O-:18])=[O:17])=[C:4]([C:10]([N+:13]([O-:15])=[O:14])=[CH:11][CH:12]=1)[C:5]([O:7][CH2:8][CH3:9])=[O:6]. The catalyst class is: 3. (3) Reactant: [CH3:1][N:2]1[C:10]([C:11]([OH:13])=O)=[N:9][C:8]2[C:3]1=[N:4][CH:5]=[N:6][C:7]=2[N:14]1[CH2:19][CH2:18][CH:17]([N:20]2[C:24]3[CH:25]=[CH:26][CH:27]=[CH:28][C:23]=3[NH:22][C:21]2=[O:29])[CH2:16][CH2:15]1.CN(C(O[N:38]1[N:46]=NC2C=CC=NC1=2)=[N+](C)C)C.F[P-](F)(F)(F)(F)F.C(N(C(C)C)CC)(C)C.O.NN. Product: [CH3:1][N:2]1[C:10]([C:11]([NH:38][NH2:46])=[O:13])=[N:9][C:8]2[C:3]1=[N:4][CH:5]=[N:6][C:7]=2[N:14]1[CH2:15][CH2:16][CH:17]([N:20]2[C:24]3[CH:25]=[CH:26][CH:27]=[CH:28][C:23]=3[NH:22][C:21]2=[O:29])[CH2:18][CH2:19]1. The catalyst class is: 434. (4) Reactant: [Cl:1][C:2]1[N:3]([CH3:13])[C:4](=[O:12])[CH:5]=[CH:6][C:7]=1[C:8]([O:10][CH3:11])=[O:9].[Br:14]N1C(=O)CCC1=O. Product: [Br:14][C:5]1[C:4](=[O:12])[N:3]([CH3:13])[C:2]([Cl:1])=[C:7]([C:8]([O:10][CH3:11])=[O:9])[CH:6]=1. The catalyst class is: 3. (5) Reactant: [CH:1]([N:5]1[CH:10]=[CH:9][C:8]([O:11][CH3:12])=[C:7]([C:13]#[N:14])[C:6]1=[O:15])([CH2:3][CH3:4])[CH3:2].[Br:16]N1C(=O)CCC1=O.CN(C)C=O. Product: [Br:16][C:9]1[C:8]([O:11][CH3:12])=[C:7]([C:13]#[N:14])[C:6](=[O:15])[N:5]([CH:1]([CH2:3][CH3:4])[CH3:2])[CH:10]=1. The catalyst class is: 662. (6) Reactant: [CH3:1][O:2][C:3]1[CH:4]=[C:5]([NH:11][C:12]2[N:17]=[C:16]([N:18]3[C:22]([CH3:23])=[CH:21][C:20]([C:24]([F:27])([F:26])[F:25])=[N:19]3)[C:15]([C:28]3[CH:29]=[C:30]([C:36]([OH:38])=O)[C:31]([O:34][CH3:35])=[N:32][CH:33]=3)=[CH:14][N:13]=2)[CH:6]=[C:7]([O:9][CH3:10])[CH:8]=1.[CH3:39][C:40]1[N:41]=[C:42]([NH:49][C:50](=[O:52])[CH3:51])[S:43][C:44]=1[S:45](=[O:48])(=[O:47])[NH2:46].C(N(CC)CC)C.[I-].ClC1C=CC=C[N+]=1C. Product: [C:50]([NH:49][C:42]1[S:43][C:44]([S:45]([NH:46][C:36]([C:30]2[C:31]([O:34][CH3:35])=[N:32][CH:33]=[C:28]([C:15]3[C:16]([N:18]4[C:22]([CH3:23])=[CH:21][C:20]([C:24]([F:26])([F:27])[F:25])=[N:19]4)=[N:17][C:12]([NH:11][C:5]4[CH:4]=[C:3]([O:2][CH3:1])[CH:8]=[C:7]([O:9][CH3:10])[CH:6]=4)=[N:13][CH:14]=3)[CH:29]=2)=[O:38])(=[O:47])=[O:48])=[C:40]([CH3:39])[N:41]=1)(=[O:52])[CH3:51]. The catalyst class is: 172.